Task: Predict the reactants needed to synthesize the given product.. Dataset: Full USPTO retrosynthesis dataset with 1.9M reactions from patents (1976-2016) (1) Given the product [C:35]([CH2:34][CH2:33][C:21]1[C:20]([CH2:19][CH2:18][CH2:17][CH2:16][CH2:15][C:14]#[C:13][C:4]2[CH:3]=[C:2]([C:43]3[CH:44]=[CH:45][C:40]([OH:39])=[CH:41][CH:42]=3)[CH:7]=[C:6]([C:8](=[O:12])[N:9]([CH3:11])[CH3:10])[CH:5]=2)=[CH:32][CH:31]=[CH:30][C:22]=1[O:23][CH2:24][CH2:25][CH2:26][C:27]([OH:29])=[O:28])([OH:37])=[O:36], predict the reactants needed to synthesize it. The reactants are: Br[C:2]1[CH:3]=[C:4]([C:13]#[C:14][CH2:15][CH2:16][CH2:17][CH2:18][CH2:19][C:20]2[C:21]([CH2:33][CH2:34][C:35]([OH:37])=[O:36])=[C:22]([CH:30]=[CH:31][CH:32]=2)[O:23][CH2:24][CH2:25][CH2:26][C:27]([OH:29])=[O:28])[CH:5]=[C:6]([C:8](=[O:12])[N:9]([CH3:11])[CH3:10])[CH:7]=1.O.[OH:39][C:40]1[CH:45]=[CH:44][C:43](B(O)O)=[CH:42][CH:41]=1.C(=O)([O-])[O-].[K+].[K+]. (2) Given the product [CH3:21][C:20]1[N:22]=[C:23]([C:24]2[CH:29]=[CH:28][CH:27]=[CH:26][CH:25]=2)[N:16]2[C:17]=1[CH:18]=[N:19][C:14]([NH:13][C:5]1[CH:4]=[C:3]([O:2][CH3:1])[C:8]([O:9][CH3:10])=[C:7]([O:11][CH3:12])[CH:6]=1)=[N:15]2, predict the reactants needed to synthesize it. The reactants are: [CH3:1][O:2][C:3]1[CH:4]=[C:5]([NH:13][C:14]2[N:15]=[N:16][C:17]([CH:20]([NH:22][C:23](=O)[C:24]3[CH:29]=[CH:28][CH:27]=[CH:26][CH:25]=3)[CH3:21])=[CH:18][N:19]=2)[CH:6]=[C:7]([O:11][CH3:12])[C:8]=1[O:9][CH3:10].P(Cl)(Cl)(Cl)=O. (3) Given the product [C:1]([C:5]1[N:13]=[C:12]2[C:8]([N:9]=[CH:10][N:11]2[CH2:14][C:15]2[C:20]([Cl:21])=[CH:19][CH:18]=[CH:17][N:16]=2)=[C:7]([N:26]2[CH2:27][CH2:28][C@H:29]([OH:30])[C@H:25]2[CH2:24][OH:23])[N:6]=1)([CH3:4])([CH3:3])[CH3:2], predict the reactants needed to synthesize it. The reactants are: [C:1]([C:5]1[N:13]=[C:12]2[C:8]([N:9]=[CH:10][N:11]2[CH2:14][C:15]2[C:20]([Cl:21])=[CH:19][CH:18]=[CH:17][N:16]=2)=[C:7](Cl)[N:6]=1)([CH3:4])([CH3:3])[CH3:2].[OH:23][CH2:24][C@@H:25]1[C@@H:29]([OH:30])[CH2:28][CH2:27][NH:26]1. (4) Given the product [CH:20]1([C:18]([C:12]2[CH:13]=[C:14]([CH3:17])[CH:15]=[CH:16][C:11]=2[NH:10][C:8]([NH:7][C:5]2[S:6][C:2]([S:34][C:33]3[N:29]([CH2:28][CH2:27][N:26]([CH3:35])[CH3:25])[N:30]=[N:31][N:32]=3)=[CH:3][N:4]=2)=[O:9])=[O:19])[CH2:24][CH2:23][CH2:22][CH2:21]1, predict the reactants needed to synthesize it. The reactants are: Br[C:2]1[S:6][C:5]([NH:7][C:8]([NH:10][C:11]2[CH:16]=[CH:15][C:14]([CH3:17])=[CH:13][C:12]=2[C:18]([CH:20]2[CH2:24][CH2:23][CH2:22][CH2:21]2)=[O:19])=[O:9])=[N:4][CH:3]=1.[CH3:25][N:26]([CH3:35])[CH2:27][CH2:28][N:29]1[C:33]([SH:34])=[N:32][N:31]=[N:30]1. (5) Given the product [F:16][C:7]1[CH:8]=[C:9]2[C:4](=[C:5]([NH:17][CH3:19])[CH:6]=1)[NH:3][C:2]1[N:1]=[C:34]([CH2:33][C:30]3[CH:29]=[N:28][C:27]([CH3:26])=[N:32][CH:31]=3)[N:35]=[C:11]([OH:13])[C:10]2=1, predict the reactants needed to synthesize it. The reactants are: [NH2:1][C:2]1[NH:3][C:4]2[C:9]([C:10]=1[C:11]([O:13]CC)=O)=[CH:8][C:7]([F:16])=[CH:6][C:5]=2[N:17]([C:19](OC(C)(C)C)=O)C.[CH3:26][C:27]1[N:32]=[CH:31][C:30]([CH2:33][C:34]#[N:35])=[CH:29][N:28]=1.[OH-].[Na+].Cl. (6) Given the product [CH2:1]([O:3][C:4]([C:6]1([C:9]2[N:14]=[C:13]3[N:15]([CH3:19])[N:16]=[CH:17][C:12]3=[C:11]([C:20]3[CH:21]=[CH:22][C:23]([NH:26][C:27]([NH:29][C:30]4[CH:35]=[CH:34][CH:33]=[C:32]([C:36]([F:39])([F:38])[F:37])[CH:31]=4)=[O:28])=[CH:24][CH:25]=3)[CH:10]=2)[CH2:8][CH2:7]1)=[O:5])[CH3:2], predict the reactants needed to synthesize it. The reactants are: [CH2:1]([O:3][C:4]([C:6]1([C:9]2[N:14]=[C:13]3[N:15]([CH3:19])[N:16]=[C:17](N)[C:12]3=[C:11]([C:20]3[CH:25]=[CH:24][C:23]([NH:26][C:27]([NH:29][C:30]4[CH:35]=[CH:34][CH:33]=[C:32]([C:36]([F:39])([F:38])[F:37])[CH:31]=4)=[O:28])=[CH:22][CH:21]=3)[CH:10]=2)[CH2:8][CH2:7]1)=[O:5])[CH3:2].S(=O)(=O)(O)O.N([O-])=O.[Na+]. (7) Given the product [Br:29][C:26]1[CH:25]=[CH:24][C:23]([C:12]2[N:13]=[C:14]([C:16]3[CH:21]=[CH:20][CH:19]=[C:18]([Cl:22])[CH:17]=3)[O:15][C:11]=2[C@@H:6]2[CH2:7][CH2:8][CH2:9][CH2:10][C@H:5]2[C:3]([OH:4])=[O:2])=[CH:28][CH:27]=1, predict the reactants needed to synthesize it. The reactants are: C[O:2][C:3]([C@@H:5]1[CH2:10][CH2:9][CH2:8][CH2:7][C@H:6]1[C:11]1[O:15][C:14]([C:16]2[CH:21]=[CH:20][CH:19]=[C:18]([Cl:22])[CH:17]=2)=[N:13][C:12]=1[C:23]1[CH:28]=[CH:27][C:26]([Br:29])=[CH:25][CH:24]=1)=[O:4].[OH-].[Na+].CO.Cl. (8) Given the product [F:3][C:4]1[C:9]([CH:10]([CH3:12])[CH3:11])=[CH:8][C:7]([C:13]2[CH:18]=[C:17]([CH3:19])[C:16]([C:20]([F:23])([F:22])[F:21])=[CH:15][C:14]=2[CH2:24][OH:25])=[C:6]([O:28][CH3:29])[CH:5]=1, predict the reactants needed to synthesize it. The reactants are: [BH4-].[Li+].[F:3][C:4]1[C:9]([CH:10]([CH3:12])[CH3:11])=[CH:8][C:7]([C:13]2[C:14]([C:24](OC)=[O:25])=[CH:15][C:16]([C:20]([F:23])([F:22])[F:21])=[C:17]([CH3:19])[CH:18]=2)=[C:6]([O:28][CH3:29])[CH:5]=1.